Dataset: Reaction yield outcomes from USPTO patents with 853,638 reactions. Task: Predict the reaction yield, written as a fraction of the theoretical maximum amount of product (1.0 means a 100% yield; for example, 0.34 means a 34% yield). (1) The reactants are [N:1]1[C:8](Cl)=[N:7][C:5](Cl)=[N:4][C:2]=1Cl.C([N:13](CC)[CH:14]([CH3:16])[CH3:15])(C)C.[F:19][C:20]1C=C(C=[CH:26][C:27]=1N)OC.[CH:29]1([NH2:36])[CH2:35][CH2:34][CH2:33][CH2:32][CH2:31][CH2:30]1.[CH3:37][N:38]1[CH2:43][CH2:42][CH:41]([NH:44][CH3:45])[CH2:40][CH2:39]1.[C:46](=[O:49])(O)[O-].[Na+]. The catalyst is O1CCOCC1.CC#N.[Cl-].[Na+].O. The product is [CH:29]1([NH:36][C:2]2[N:4]=[C:5]([NH:13][C:14]3[CH:15]=[CH:26][C:27]([O:49][CH3:46])=[C:20]([F:19])[CH:16]=3)[N:7]=[C:8]([N:44]([CH3:45])[CH:41]3[CH2:42][CH2:43][N:38]([CH3:37])[CH2:39][CH2:40]3)[N:1]=2)[CH2:35][CH2:34][CH2:33][CH2:32][CH2:31][CH2:30]1. The yield is 0.280. (2) The reactants are C[O:2][C:3](=[O:33])[CH2:4][CH2:5][C:6]1[CH:11]=[CH:10][C:9]([O:12][CH2:13][CH2:14][C@@H:15]([O:17][C:18]2[CH:23]=[CH:22][C:21]([Cl:24])=[CH:20][C:19]=2[C:25]2[CH:30]=[CH:29][CH:28]=[CH:27][C:26]=2[F:31])[CH3:16])=[CH:8][C:7]=1[CH3:32].[OH-].[Na+].Cl. The catalyst is CO. The product is [Cl:24][C:21]1[CH:22]=[CH:23][C:18]([O:17][C@@H:15]([CH3:16])[CH2:14][CH2:13][O:12][C:9]2[CH:10]=[CH:11][C:6]([CH2:5][CH2:4][C:3]([OH:33])=[O:2])=[C:7]([CH3:32])[CH:8]=2)=[C:19]([C:25]2[CH:30]=[CH:29][CH:28]=[CH:27][C:26]=2[F:31])[CH:20]=1. The yield is 0.920. (3) The reactants are C([NH:4][C:5]1[C:10]([CH:11]([CH3:13])[CH3:12])=[CH:9][CH:8]=[CH:7][C:6]=1[CH:14]([CH3:16])[CH3:15])C=C.[OH-].[Na+].[C:19]1(C)[CH:24]=CC=C[CH:20]=1. The catalyst is [Cl-].[Cl-].[Zn+2]. The product is [CH2:24]([C:8]1[CH:7]=[C:6]([CH:14]([CH3:15])[CH3:16])[C:5]([NH2:4])=[C:10]([CH:11]([CH3:12])[CH3:13])[CH:9]=1)[CH:19]=[CH2:20]. The yield is 0.709. (4) The reactants are CC[N:3]([CH2:6][CH3:7])CC.[CH3:20][C:19]([O:18][C:16](O[C:16]([O:18][C:19]([CH3:22])([CH3:21])[CH3:20])=[O:17])=[O:17])([CH3:22])[CH3:21].[CH3:23]O. The catalyst is CN(C1C=CN=CC=1)C. The product is [C:16]([NH:3][CH:6]1[CH2:7][CH2:23]1)([O:18][C:19]([CH3:20])([CH3:21])[CH3:22])=[O:17]. The yield is 0.150. (5) The reactants are [C:1]([O:4][C@H:5]1[C@@H:18]([O:19][C:20](=[O:22])[CH3:21])[C@H:17]([O:23][C:24](=[O:26])[CH3:25])[C@@H:16]([CH2:27][O:28][C:29](=[O:31])[CH3:30])[O:15][C@@H:6]1[O:7][C:8]1[CH:13]=[CH:12][CH:11]=[C:10](Br)[CH:9]=1)(=[O:3])[CH3:2].[CH3:32][O:33][C:34]([C:36]1[CH:41]=[CH:40][C:39](B(O)O)=[CH:38][CH:37]=1)=[O:35].C(=O)([O-])[O-].[Cs+].[Cs+].C(O[C@H]1[C@@H](OC(=O)C)[C@H](OC(=O)C)[C@@H](COC(=O)C)O[C@@H]1OC1C=CC(C2C=CC(C(OC)=O)=CC=2)=CC=1Cl)(=O)C. The catalyst is O1CCOCC1.C1C=CC([P]([Pd]([P](C2C=CC=CC=2)(C2C=CC=CC=2)C2C=CC=CC=2)([P](C2C=CC=CC=2)(C2C=CC=CC=2)C2C=CC=CC=2)[P](C2C=CC=CC=2)(C2C=CC=CC=2)C2C=CC=CC=2)(C2C=CC=CC=2)C2C=CC=CC=2)=CC=1. The product is [C:1]([O:4][C@H:5]1[C@@H:18]([O:19][C:20](=[O:22])[CH3:21])[C@H:17]([O:23][C:24](=[O:26])[CH3:25])[C@@H:16]([CH2:27][O:28][C:29](=[O:31])[CH3:30])[O:15][C@@H:6]1[O:7][C:8]1[CH:9]=[C:10]([C:39]2[CH:40]=[CH:41][C:36]([C:34]([O:33][CH3:32])=[O:35])=[CH:37][CH:38]=2)[CH:11]=[CH:12][CH:13]=1)(=[O:3])[CH3:2]. The yield is 0.560. (6) The reactants are [NH:1]([C:18]([O:20][C:21]([CH3:24])([CH3:23])[CH3:22])=[O:19])[C@@H:2]([C:8]([O:10][CH2:11][C:12]1[CH:17]=[CH:16][CH:15]=[CH:14][CH:13]=1)=[O:9])[CH2:3][CH2:4][C:5](=[O:7])[OH:6].[CH3:25][Si](C=[N+]=[N-])(C)C.[CH3:32][C:33]([O:36][C:37](O[C:37]([O:36][C:33]([CH3:35])([CH3:34])[CH3:32])=[O:38])=[O:38])([CH3:35])[CH3:34]. The catalyst is C(Cl)Cl.CO.CC#N.CN(C1C=CN=CC=1)C. The product is [C:21]([O:20][C:18]([N:1]([C:37]([O:36][C:33]([CH3:35])([CH3:34])[CH3:32])=[O:38])[C@@H:2]([C:8]([O:10][CH2:11][C:12]1[CH:13]=[CH:14][CH:15]=[CH:16][CH:17]=1)=[O:9])[CH2:3][CH2:4][C:5]([O:6][CH3:25])=[O:7])=[O:19])([CH3:24])([CH3:23])[CH3:22]. The yield is 0.720. (7) The reactants are [F:1][C:2]([F:12])([F:11])[CH:3]([CH3:10])[CH2:4][C:5](OCC)=[O:6].[H-].[H-].[H-].[H-].[Li+].[Al+3]. The catalyst is C1COCC1. The product is [F:1][C:2]([F:12])([F:11])[CH:3]([CH3:10])[CH2:4][CH2:5][OH:6]. The yield is 0.840. (8) The catalyst is C(Cl)Cl. The reactants are Br[CH:2]([CH:8](Br)[C:9]([C:11]1[CH:16]=[CH:15][C:14]([O:17][CH3:18])=[C:13]([O:19][CH3:20])[CH:12]=1)=[O:10])[C:3]([O:5][CH2:6][CH3:7])=[O:4].C(N(CC)CC)C.COC1C=C(C(=O)C#CC(OC)=O)C=CC=1OC. The product is [CH3:20][O:19][C:13]1[CH:12]=[C:11]([C:9](=[O:10])[C:8]#[C:2][C:3]([O:5][CH2:6][CH3:7])=[O:4])[CH:16]=[CH:15][C:14]=1[O:17][CH3:18]. The yield is 0.820. (9) The reactants are [NH2:1][C@H:2]([CH2:6][OH:7])[CH:3]([CH3:5])[CH3:4].[NH:8]([C:39]([O:41][CH2:42][CH:43]1[C:55]2[C:50](=[CH:51][CH:52]=[CH:53][CH:54]=2)[C:49]2[C:44]1=[CH:45][CH:46]=[CH:47][CH:48]=2)=[O:40])[C@H:9]([C:36]([OH:38])=[O:37])[CH2:10][CH2:11][CH2:12][CH2:13][NH:14][C:15]([C:30]1[CH:35]=[CH:34][CH:33]=[CH:32][CH:31]=1)([C:24]1[CH:29]=[CH:28][CH:27]=[CH:26][CH:25]=1)[C:16]1[CH:23]=[CH:22][C:19]([O:20][CH3:21])=[CH:18][CH:17]=1.CCOC1N(C(OCC)=O)C2C(=CC=CC=2)C=C1. The catalyst is ClCCl. The product is [NH:8]([C:39]([O:41][CH2:42][CH:43]1[C:55]2[C:50](=[CH:51][CH:52]=[CH:53][CH:54]=2)[C:49]2[C:44]1=[CH:45][CH:46]=[CH:47][CH:48]=2)=[O:40])[C@H:9]([C:36]([OH:38])=[O:37])[CH2:10][CH2:11][CH2:12][CH2:13][NH:14][C:15]([C:24]1[CH:29]=[CH:28][CH:27]=[CH:26][CH:25]=1)([C:30]1[CH:35]=[CH:34][CH:33]=[CH:32][CH:31]=1)[C:16]1[CH:17]=[CH:18][C:19]([O:20][CH3:21])=[CH:22][CH:23]=1.[NH2:1][C@H:2]([CH2:6][OH:7])[CH:3]([CH3:5])[CH3:4]. The yield is 0.700. (10) The catalyst is CO.C(OCC)(=O)C. The product is [F:19][C:20]1[CH:27]=[CH:26][C:23]([CH2:24][NH:2][C@@H:3]2[C@H:8]3[CH2:9][C@H:5]([CH2:6][CH2:7]3)[C@@H:4]2[C:10]([O:12][CH3:13])=[O:11])=[CH:22][CH:21]=1. The yield is 0.870. The reactants are Cl.[NH2:2][C@@H:3]1[C@H:8]2[CH2:9][C@H:5]([CH2:6][CH2:7]2)[C@@H:4]1[C:10]([O:12][CH3:13])=[O:11].C([O-])(=O)C.[Na+].[F:19][C:20]1[CH:27]=[CH:26][C:23]([CH:24]=O)=[CH:22][CH:21]=1.C([BH3-])#N.[Na+].C(=O)(O)[O-].[Na+].